Dataset: Peptide-MHC class I binding affinity with 185,985 pairs from IEDB/IMGT. Task: Regression. Given a peptide amino acid sequence and an MHC pseudo amino acid sequence, predict their binding affinity value. This is MHC class I binding data. (1) The peptide sequence is ISDPAFKVF. The MHC is HLA-B27:05 with pseudo-sequence HLA-B27:05. The binding affinity (normalized) is 0.0847. (2) The peptide sequence is AFEKMVSLL. The MHC is HLA-A26:01 with pseudo-sequence HLA-A26:01. The binding affinity (normalized) is 0. (3) The peptide sequence is AYISSEATTPV. The MHC is HLA-A02:06 with pseudo-sequence HLA-A02:06. The binding affinity (normalized) is 0.328. (4) The peptide sequence is FRLMRTNFL. The MHC is HLA-B08:01 with pseudo-sequence HLA-B08:01. The binding affinity (normalized) is 0.393. (5) The peptide sequence is GFCIPSRSK. The MHC is HLA-A31:01 with pseudo-sequence HLA-A31:01. The binding affinity (normalized) is 0.521. (6) The peptide sequence is KSKAINVLR. The MHC is HLA-A30:01 with pseudo-sequence HLA-A30:01. The binding affinity (normalized) is 0.571.